From a dataset of NCI-60 drug combinations with 297,098 pairs across 59 cell lines. Regression. Given two drug SMILES strings and cell line genomic features, predict the synergy score measuring deviation from expected non-interaction effect. Cell line: HOP-92. Drug 1: CCC1=C2CN3C(=CC4=C(C3=O)COC(=O)C4(CC)O)C2=NC5=C1C=C(C=C5)O. Synergy scores: CSS=21.9, Synergy_ZIP=-6.95, Synergy_Bliss=-0.667, Synergy_Loewe=-86.8, Synergy_HSA=-1.81. Drug 2: C1CC(=O)NC(=O)C1N2C(=O)C3=CC=CC=C3C2=O.